Dataset: Forward reaction prediction with 1.9M reactions from USPTO patents (1976-2016). Task: Predict the product of the given reaction. (1) Given the reactants [CH3:1][O:2][CH2:3][CH2:4][OH:5].C(N(CC)CC)C.[CH3:13][S:14](Cl)(=[O:16])=[O:15], predict the reaction product. The product is: [CH3:1][O:2][CH2:3][CH2:4][O:5][S:14]([CH3:13])(=[O:16])=[O:15]. (2) Given the reactants [F:1][CH:2]([F:5])[CH2:3][NH2:4].C[Al](C)C.ClC1[CH:19]=[C:18]2[C:14]([CH:15]=[C:16]([C:22](=[O:40])[NH:23][CH:24]([C:29]3[CH:34]=[CH:33][C:32]([F:35])=[C:31]([C:36]([F:39])([F:38])[F:37])[CH:30]=3)[C:25]([F:28])([F:27])[F:26])[N:17]2[CH2:20][CH3:21])=[CH:13][C:12]=1[C:41]([O:43]CC)=O.O.Cl[CH2:48][Cl:49], predict the reaction product. The product is: [Cl:49][C:48]1[CH:19]=[C:18]2[C:14]([CH:15]=[C:16]([C:22]([NH:23][CH:24]([C:29]3[CH:34]=[CH:33][C:32]([F:35])=[C:31]([C:36]([F:37])([F:38])[F:39])[CH:30]=3)[C:25]([F:28])([F:26])[F:27])=[O:40])[N:17]2[CH2:20][CH3:21])=[CH:13][C:12]=1[C:41]([NH:4][CH2:3][CH:2]([F:5])[F:1])=[O:43]. (3) Given the reactants [CH3:1][N:2]([CH3:18])[C:3](=[O:17])[C:4]1[CH:9]=[CH:8][C:7]([N+:10]([O-])=O)=[CH:6][C:5]=1[S:13]([NH2:16])(=[O:15])=[O:14].[CH:19](O)=[O:20], predict the reaction product. The product is: [CH3:1][N:2]([CH3:18])[C:3](=[O:17])[C:4]1[CH:9]=[CH:8][C:7]([NH:10][CH:19]=[O:20])=[CH:6][C:5]=1[S:13]([NH2:16])(=[O:15])=[O:14]. (4) The product is: [C:15]([C:17]1[C:22]([O:23][S:10]([CH3:13])(=[O:12])=[O:11])=[N:21][C:20]([CH2:24][O:25][CH2:26][C:27]2[CH:32]=[CH:31][C:30]([O:33][CH3:34])=[C:29]([O:35][CH3:36])[CH:28]=2)=[C:19]([CH:18]=1)[C:37]([O:39][CH2:40][CH3:41])=[O:38])#[N:16]. Given the reactants CCN(C(C)C)C(C)C.[S:10](Cl)([CH3:13])(=[O:12])=[O:11].[C:15]([C:17]1[C:22](=[O:23])[NH:21][C:20]([CH2:24][O:25][CH2:26][C:27]2[CH:32]=[CH:31][C:30]([O:33][CH3:34])=[C:29]([O:35][CH3:36])[CH:28]=2)=[C:19]([C:37]([O:39][CH2:40][CH3:41])=[O:38])[CH:18]=1)#[N:16].Cl, predict the reaction product. (5) Given the reactants C([O:5][C:6](=[O:18])[CH2:7][C@H:8]1[CH2:11][C@@H:10]([C:12](=[O:17])[N:13]([O:15][CH3:16])[CH3:14])[CH2:9]1)(C)(C)C.FC(F)(F)C(O)=O, predict the reaction product. The product is: [CH3:16][O:15][N:13]([CH3:14])[C:12]([C@@H:10]1[CH2:11][C@H:8]([CH2:7][C:6]([OH:18])=[O:5])[CH2:9]1)=[O:17]. (6) Given the reactants [F:1][C:2]([F:7])([F:6])[C:3]([NH2:5])=[O:4].[O-2].[Mg+2].C(O)(=O)C.C(O)(=O)C.IC1C=CC=CC=1.[CH3:25][C:26]1([CH3:66])[N:30]([CH2:31][CH2:32][CH2:33][CH2:34][CH2:35][CH2:36][CH2:37][CH2:38][CH2:39][S:40][CH2:41][CH2:42][CH2:43][C:44]([F:50])([F:49])[C:45]([F:48])([F:47])[F:46])[C:29](=[O:51])[N:28]([C:52]2[CH:57]=[CH:56][C:55]([N+:58]([O-:60])=[O:59])=[C:54]([C:61]([F:64])([F:63])[F:62])[CH:53]=2)[C:27]1=[O:65], predict the reaction product. The product is: [CH3:25][C:26]1([CH3:66])[N:30]([CH2:31][CH2:32][CH2:33][CH2:34][CH2:35][CH2:36][CH2:37][CH2:38][CH2:39][S:40]([CH2:41][CH2:42][CH2:43][C:44]([F:49])([F:50])[C:45]([F:48])([F:47])[F:46])=[N:5][C:3](=[O:4])[C:2]([F:7])([F:6])[F:1])[C:29](=[O:51])[N:28]([C:52]2[CH:57]=[CH:56][C:55]([N+:58]([O-:60])=[O:59])=[C:54]([C:61]([F:63])([F:64])[F:62])[CH:53]=2)[C:27]1=[O:65]. (7) Given the reactants [Cl:1][C:2]1[CH:3]=[C:4]([NH:11][S:12]([C:15]2[CH:20]=[CH:19][C:18]([Cl:21])=[C:17]([C:22]([F:25])([F:24])[F:23])[CH:16]=2)(=[O:14])=[O:13])[C:5]([C:8](Cl)=[O:9])=[N:6][CH:7]=1.C(OC(=O)[NH:32][C:33]1[CH:38]=[CH:37][CH:36]=[C:35]([NH:39][CH2:40][CH3:41])[N:34]=1)(C)(C)C, predict the reaction product. The product is: [NH2:32][C:33]1[N:34]=[C:35]([N:39]([CH2:40][CH3:41])[C:8]([C:5]2[C:4]([NH:11][S:12]([C:15]3[CH:20]=[CH:19][C:18]([Cl:21])=[C:17]([C:22]([F:24])([F:23])[F:25])[CH:16]=3)(=[O:13])=[O:14])=[CH:3][C:2]([Cl:1])=[CH:7][N:6]=2)=[O:9])[CH:36]=[CH:37][CH:38]=1. (8) Given the reactants [NH2:1][C:2]1[CH:7]=[C:6]([O:8][CH3:9])[CH:5]=[CH:4][C:3]=1[NH:10][C:11]1[C:12]([CH3:21])=[C:13]([CH:18]=[CH:19][CH:20]=1)[C:14]([O:16][CH3:17])=[O:15].[F:22][C:23]([F:34])([F:33])[C:24](O[C:24](=O)[C:23]([F:34])([F:33])[F:22])=O, predict the reaction product. The product is: [CH3:9][O:8][C:6]1[CH:5]=[CH:4][C:3]2[N:10]([C:11]3[C:12]([CH3:21])=[C:13]([CH:18]=[CH:19][CH:20]=3)[C:14]([O:16][CH3:17])=[O:15])[C:24]([C:23]([F:34])([F:33])[F:22])=[N:1][C:2]=2[CH:7]=1. (9) Given the reactants [Cl:1][C:2]1[N:7]=[CH:6][C:5]([CH2:8][N:9]([CH:19](O)[CH3:20])[CH2:10][C:11]2[CH:16]=[CH:15][C:14]([O:17][CH3:18])=[CH:13][CH:12]=2)=[CH:4][CH:3]=1.S(Cl)([Cl:24])=O.C(=O)([O-])[O-].[Na+].[Na+], predict the reaction product. The product is: [Cl:1][C:2]1[N:7]=[CH:6][C:5]([CH2:8][N:9]([CH2:19][CH2:20][Cl:24])[CH2:10][C:11]2[CH:16]=[CH:15][C:14]([O:17][CH3:18])=[CH:13][CH:12]=2)=[CH:4][CH:3]=1. (10) Given the reactants [Li]CCCC.[CH:6]([NH:9]C(C)C)(C)[CH3:7].C(#N)C.[Cl:16][C:17]1[CH:26]=[N:25][CH:24]=[CH:23][C:18]=1[C:19]([O:21]C)=O, predict the reaction product. The product is: [Cl:16][C:17]1[CH:26]=[N:25][CH:24]=[CH:23][C:18]=1[C:19](=[O:21])[CH2:7][C:6]#[N:9].